From a dataset of Catalyst prediction with 721,799 reactions and 888 catalyst types from USPTO. Predict which catalyst facilitates the given reaction. (1) Reactant: [Cl:1][C:2]1[CH:7]=[CH:6][C:5]([O:8][CH3:9])=[C:4]([Cl:10])[C:3]=1[N+:11]([O-])=O. Product: [Cl:10][C:4]1[C:5]([O:8][CH3:9])=[CH:6][CH:7]=[C:2]([Cl:1])[C:3]=1[NH2:11]. The catalyst class is: 99. (2) The catalyst class is: 2. Product: [CH3:15][O:12][C:11]([CH:8]1[O:7][C:6]2[CH:5]=[C:4]([Cl:14])[CH:3]=[C:2]([Br:1])[C:10]=2[O:9]1)=[O:13]. Reactant: [Br:1][C:2]1[C:10]2[O:9][CH:8]([C:11]([OH:13])=[O:12])[O:7][C:6]=2[CH:5]=[C:4]([Cl:14])[CH:3]=1.[CH3:15][Si](C=[N+]=[N-])(C)C. (3) Reactant: C([S:8][C:9]1[CH:14]=[C:13]([CH3:15])[CH:12]=[CH:11][N:10]=1)C1C=CC=CC=1.[OH2:16].ClN1C(=[O:23])CCC1=O.[F-:25].[K+]. Product: [CH3:15][C:13]1[CH:12]=[CH:11][N:10]=[C:9]([S:8]([F:25])(=[O:23])=[O:16])[CH:14]=1. The catalyst class is: 15. (4) Reactant: [N:1]1([C:8]2[CH:13]=[CH:12][C:11]([N+:14]([O-])=O)=[CH:10][CH:9]=2)[CH2:6][CH2:5][O:4][CH2:3][C:2]1=[O:7]. Product: [N:1]1([C:8]2[CH:13]=[CH:12][C:11]([NH2:14])=[CH:10][CH:9]=2)[CH2:6][CH2:5][O:4][CH2:3][C:2]1=[O:7]. The catalyst class is: 312. (5) Reactant: [Cl:1][C:2]1[CH:7]=[C:6](Cl)[N:5]=[CH:4][N:3]=1.[CH2:9]([O:11][C:12]1[CH:17]=[CH:16][CH:15]=[CH:14][C:13]=1B(O)O)[CH3:10].C(COC)OC.C([O-])(O)=O.[Na+]. Product: [Cl:1][C:2]1[CH:7]=[C:6]([C:13]2[CH:14]=[CH:15][CH:16]=[CH:17][C:12]=2[O:11][CH2:9][CH3:10])[N:5]=[CH:4][N:3]=1. The catalyst class is: 189. (6) The catalyst class is: 14. Product: [F:14][C:10]1[CH:9]=[C:8]([C:5]2[N:4]=[C:3]([CH2:2][N:32]3[CH2:33][CH2:34][N:29]([CH2:28][C@H:27]([OH:35])[CH2:26][O:25][C:22]4[CH:23]=[CH:24][C:18]5[S:17][C:16]([CH3:15])=[N:20][C:19]=5[CH:21]=4)[CH2:30][CH2:31]3)[O:7][N:6]=2)[CH:13]=[CH:12][CH:11]=1. Reactant: Cl[CH2:2][C:3]1[O:7][N:6]=[C:5]([C:8]2[CH:13]=[CH:12][CH:11]=[C:10]([F:14])[CH:9]=2)[N:4]=1.[CH3:15][C:16]1[S:17][C:18]2[CH:24]=[CH:23][C:22]([O:25][CH2:26][C@@H:27]([OH:35])[CH2:28][N:29]3[CH2:34][CH2:33][NH:32][CH2:31][CH2:30]3)=[CH:21][C:19]=2[N:20]=1.C(N(C(C)C)CC)(C)C. (7) Reactant: [F:1][C:2]([F:26])([F:25])[C:3]1[CH:4]=[C:5]([NH:13][C:14]2[C:23]3[C:18](=[CH:19][CH:20]=[CH:21][CH:22]=3)[C:17](Cl)=[N:16][N:15]=2)[CH:6]=[C:7]([C:9]([F:12])([F:11])[F:10])[CH:8]=1.Cl.[CH2:28]1[C:36]2[CH:35]=[CH:34][N:33]=[CH:32][C:31]=2[CH2:30][NH:29]1.C(=O)([O-])[O-].[K+].[K+]. Product: [F:1][C:2]([F:26])([F:25])[C:3]1[CH:4]=[C:5]([NH:13][C:14]2[C:23]3[C:18](=[CH:19][CH:20]=[CH:21][CH:22]=3)[C:17]([N:29]3[CH2:28][C:36]4[CH:35]=[CH:34][N:33]=[CH:32][C:31]=4[CH2:30]3)=[N:16][N:15]=2)[CH:6]=[C:7]([C:9]([F:12])([F:11])[F:10])[CH:8]=1. The catalyst class is: 9. (8) Reactant: Cl[CH2:2][C:3]([NH:5][C:6]([NH2:8])=[O:7])=[O:4].[CH:9](N)([CH3:11])[CH3:10]. Product: [CH:9]([N:8]1[CH2:2][C:3](=[O:4])[NH:5][C:6]1=[O:7])([CH3:11])[CH3:10]. The catalyst class is: 3.